Dataset: Reaction yield outcomes from USPTO patents with 853,638 reactions. Task: Predict the reaction yield, written as a fraction of the theoretical maximum amount of product (1.0 means a 100% yield; for example, 0.34 means a 34% yield). (1) The yield is 0.710. The catalyst is O1CCOCC1. The reactants are [CH2:1]([C@@H:3]1[CH2:8][C@H:7]2[CH2:9][C@@H:4]1[C:5](=[O:10])[O:6]2)[CH3:2].[NH:11]([C:13]1[N:14]=[C:15]2[CH:21]=[CH:20][N:19]([S:22]([C:25]3[CH:31]=[CH:30][C:28]([CH3:29])=[CH:27][CH:26]=3)(=[O:24])=[O:23])[C:16]2=[N:17][CH:18]=1)[NH2:12].C[Al](C)C.Cl. The product is [CH2:1]([C@@H:3]1[CH2:8][C@H:7]([OH:6])[CH2:9][C@@H:4]1[C:5]([NH:12][NH:11][C:13]1[N:14]=[C:15]2[CH:21]=[CH:20][N:19]([S:22]([C:25]3[CH:31]=[CH:30][C:28]([CH3:29])=[CH:27][CH:26]=3)(=[O:24])=[O:23])[C:16]2=[N:17][CH:18]=1)=[O:10])[CH3:2]. (2) The reactants are [CH:1]([N:4]1[C:10]2[CH:11]=[CH:12][CH:13]=[CH:14][C:9]=2[O:8][C@H:7]([C:15]2[CH:20]=[CH:19][CH:18]=[CH:17][CH:16]=2)[C@H:6]([NH:21]C(=O)OC(C)(C)C)[C:5]1=[O:29])([CH3:3])[CH3:2].FC(F)(F)C(O)=O. The catalyst is ClCCl. The product is [NH2:21][C@@H:6]1[C:5](=[O:29])[N:4]([CH:1]([CH3:3])[CH3:2])[C:10]2[CH:11]=[CH:12][CH:13]=[CH:14][C:9]=2[O:8][C@@H:7]1[C:15]1[CH:20]=[CH:19][CH:18]=[CH:17][CH:16]=1. The yield is 0.990. (3) The reactants are NCC1C=CC=CN=1.C(I)CCCC.[N:15]1[CH:20]=[CH:19][CH:18]=[CH:17][C:16]=1[CH2:21][NH:22][CH2:23][CH2:24][CH2:25][CH2:26][CH3:27].Cl[C:29]([O:31][CH3:32])=[O:30]. No catalyst specified. The product is [CH2:23]([N:22]([CH2:21][C:16]1[CH:17]=[CH:18][CH:19]=[CH:20][N:15]=1)[C:29](=[O:30])[O:31][CH3:32])[CH2:24][CH2:25][CH2:26][CH3:27]. The yield is 0.470. (4) The reactants are CCN(C(C)C)C(C)C.[C:10]1([C:16]2[NH:20][N:19]=[C:18]([C:21]([NH:23][CH2:24][C:25]([OH:27])=O)=[O:22])[CH:17]=2)[CH:15]=[CH:14][CH:13]=[CH:12][CH:11]=1.C1C=CC2N(O)N=NC=2C=1.CCN=C=NCCCN(C)C.Cl.FC(F)(F)C(O)=O.[F:57][C:58]([F:73])([F:72])[C:59]1[CH:71]=[CH:70][CH:69]=[CH:68][C:60]=1[O:61][CH:62]1[CH2:67][CH2:66][NH:65][CH2:64][CH2:63]1. The catalyst is CN(C=O)C.O. The product is [O:27]=[C:25]([N:65]1[CH2:64][CH2:63][CH:62]([O:61][C:60]2[CH:68]=[CH:69][CH:70]=[CH:71][C:59]=2[C:58]([F:57])([F:72])[F:73])[CH2:67][CH2:66]1)[CH2:24][NH:23][C:21]([C:18]1[CH:17]=[C:16]([C:10]2[CH:11]=[CH:12][CH:13]=[CH:14][CH:15]=2)[NH:20][N:19]=1)=[O:22]. The yield is 0.578. (5) The reactants are [CH3:1][O:2][C:3]1[CH:4]=[C:5]2[C:10](=[CH:11][C:12]=1[O:13][CH3:14])[N:9]=[CH:8][N:7]=[C:6]2[CH:15]1[CH2:20][CH2:19][N:18]([C:21](Cl)=[O:22])[CH2:17][CH2:16]1.[N:24]1([C:29]2[CH:34]=[CH:33][C:32]([NH2:35])=[CH:31][CH:30]=2)[CH:28]=[CH:27][N:26]=[CH:25]1.CCN(C(C)C)C(C)C. The catalyst is C1COCC1. The product is [N:24]1([C:29]2[CH:34]=[CH:33][C:32]([NH:35][C:21]([N:18]3[CH2:19][CH2:20][CH:15]([C:6]4[C:5]5[C:10](=[CH:11][C:12]([O:13][CH3:14])=[C:3]([O:2][CH3:1])[CH:4]=5)[N:9]=[CH:8][N:7]=4)[CH2:16][CH2:17]3)=[O:22])=[CH:31][CH:30]=2)[CH:28]=[CH:27][N:26]=[CH:25]1. The yield is 0.0500. (6) The reactants are [OH:1][C@@H:2]([C@H:6]([OH:10])[C:7]([OH:9])=[O:8])[C:3]([OH:5])=[O:4].[F:11][C:12]1[CH:17]=[CH:16][C:15]([NH:18][CH:19]([C:31]2[CH:36]=[CH:35][CH:34]=[CH:33][CH:32]=2)[C:20]([O:22][C@@H:23]2[CH:28]3[CH2:29][CH2:30][N:25]([CH2:26][CH2:27]3)[CH2:24]2)=[O:21])=[CH:14][CH:13]=1. The catalyst is CC(C)=O. The product is [C:3]([C@@H:2]([O-:1])[C@@H:6]([C:7]([OH:9])=[O:8])[O-:10])([OH:5])=[O:4].[F:11][C:12]1[CH:17]=[CH:16][C:15]([NH:18][C@@H:19]([C:31]2[CH:32]=[CH:33][CH:34]=[CH:35][CH:36]=2)[C:20]([O:22][C@@H:23]2[CH:28]3[CH2:29][CH2:30][N:25]([CH2:26][CH2:27]3)[CH2:24]2)=[O:21])=[CH:14][CH:13]=1. The yield is 0.450. (7) The reactants are [N:1]1[CH:6]=[CH:5][N:4]=[CH:3][C:2]=1[NH2:7].Cl[CH2:9][CH:10]=O.C(=O)(O)[O-].[Na+]. The catalyst is C(=O)([O-])[O-].[K+].[K+]. The product is [N:7]1[CH:9]=[CH:10][N:1]2[CH:6]=[CH:5][N:4]=[CH:3][C:2]=12. The yield is 0.500.